Dataset: Full USPTO retrosynthesis dataset with 1.9M reactions from patents (1976-2016). Task: Predict the reactants needed to synthesize the given product. (1) Given the product [Cl:25][C:22]1[CH:23]=[C:24]2[C:19](=[CH:20][CH:21]=1)[NH:18][CH:17]=[C:16]2[CH2:15][CH2:14][CH2:13][CH2:12][N:39]1[CH2:40][CH2:41][N:36]([C:30]2[N:29]=[C:28]([O:27][CH3:26])[CH:33]=[C:32]([O:34][CH3:35])[N:31]=2)[CH2:37][CH2:38]1, predict the reactants needed to synthesize it. The reactants are: CC1C=CC(S(O[CH2:12][CH2:13][CH2:14][CH2:15][C:16]2[C:24]3[C:19](=[CH:20][CH:21]=[C:22]([Cl:25])[CH:23]=3)[NH:18][CH:17]=2)(=O)=O)=CC=1.[CH3:26][O:27][C:28]1[CH:33]=[C:32]([O:34][CH3:35])[N:31]=[C:30]([N:36]2[CH2:41][CH2:40][NH:39][CH2:38][CH2:37]2)[N:29]=1.C(=O)([O-])[O-].[K+].[K+].[I-].[K+]. (2) Given the product [Br:11][C:8]1[CH:7]=[C:3]([C:4]2[NH:18][C:14]3[C:13]([N:19]=2)=[N:12][CH:17]=[CH:16][CH:15]=3)[C:2]([NH2:1])=[N:10][CH:9]=1, predict the reactants needed to synthesize it. The reactants are: [NH2:1][C:2]1[N:10]=[CH:9][C:8]([Br:11])=[CH:7][C:3]=1[C:4](O)=O.[N:12]1[CH:17]=[CH:16][CH:15]=[C:14]([NH2:18])[C:13]=1[NH2:19].[OH-].[Na+].